Dataset: Rat liver microsome stability data. Task: Regression/Classification. Given a drug SMILES string, predict its absorption, distribution, metabolism, or excretion properties. Task type varies by dataset: regression for continuous measurements (e.g., permeability, clearance, half-life) or binary classification for categorical outcomes (e.g., BBB penetration, CYP inhibition). Dataset: rlm. (1) The molecule is COC(=O)CNC(=O)c1nc(-c2ccccc2OC)c2ccccn12. The result is 1 (stable in rat liver microsomes). (2) The molecule is O=C(COc1ccccc1)NC(c1ccccc1)c1cc([N+](=O)[O-])c2cccnc2c1O. The result is 1 (stable in rat liver microsomes).